From a dataset of hERG potassium channel inhibition data for cardiac toxicity prediction from Karim et al.. Regression/Classification. Given a drug SMILES string, predict its toxicity properties. Task type varies by dataset: regression for continuous values (e.g., LD50, hERG inhibition percentage) or binary classification for toxic/non-toxic outcomes (e.g., AMES mutagenicity, cardiotoxicity, hepatotoxicity). Dataset: herg_karim. The drug is Cc1nn(C)cc1-c1nc2c(N3CCN(Cc4ncon4)CC3)c(Cl)cnc2[nH]1. The result is 0 (non-blocker).